Task: Predict the product of the given reaction.. Dataset: Forward reaction prediction with 1.9M reactions from USPTO patents (1976-2016) The product is: [CH2:1]([N:8]1[CH2:13][CH2:12][CH2:11][CH:10]([N:14]([C:15]2[CH:20]=[CH:19][CH:18]=[CH:17][CH:16]=2)[C:30](=[O:33])[CH2:31][CH3:32])[CH2:9]1)[C:2]1[CH:3]=[CH:4][CH:5]=[CH:6][CH:7]=1. Given the reactants [CH2:1]([N:8]1[CH2:13][CH2:12][CH2:11][CH:10]([NH:14][C:15]2[CH:20]=[CH:19][CH:18]=[CH:17][CH:16]=2)[CH2:9]1)[C:2]1[CH:7]=[CH:6][CH:5]=[CH:4][CH:3]=1.CCN(C(C)C)C(C)C.[C:30](Cl)(=[O:33])[CH2:31][CH3:32], predict the reaction product.